Dataset: Forward reaction prediction with 1.9M reactions from USPTO patents (1976-2016). Task: Predict the product of the given reaction. (1) Given the reactants [CH3:1][C:2]1([C:7]2[N:8]=[C:9]([CH2:12][N:13]3[N:17]=[C:16]([NH2:18])[CH:15]=[N:14]3)[S:10][CH:11]=2)[O:6]CCO1.[Cl:19][C:20]1[CH:21]=[C:22]([C:26]2[O:30][CH:29]=[N:28][C:27]=2[C:31](O)=[O:32])[CH:23]=[CH:24][CH:25]=1, predict the reaction product. The product is: [C:2]([C:7]1[N:8]=[C:9]([CH2:12][N:13]2[N:17]=[C:16]([NH:18][C:31]([C:27]3[N:28]=[CH:29][O:30][C:26]=3[C:22]3[CH:23]=[CH:24][CH:25]=[C:20]([Cl:19])[CH:21]=3)=[O:32])[CH:15]=[N:14]2)[S:10][CH:11]=1)(=[O:6])[CH3:1]. (2) Given the reactants [CH3:1][O:2][C:3]1[CH:9]=[C:8]([O:10][CH3:11])[C:7]([N+:12]([O-:14])=[O:13])=[CH:6][C:4]=1[NH2:5].[CH3:15][O:16]C1C=C(OC)C([N+]([O-])=O)=CC=1[N+]([O-])=O.C(Cl)(Cl)=O, predict the reaction product. The product is: [N:5]([C:4]1[CH:6]=[C:7]([N+:12]([O-:14])=[O:13])[C:8]([O:10][CH3:11])=[CH:9][C:3]=1[O:2][CH3:1])=[C:15]=[O:16].